From a dataset of Full USPTO retrosynthesis dataset with 1.9M reactions from patents (1976-2016). Predict the reactants needed to synthesize the given product. (1) Given the product [O:4]1[CH2:3][C@@H:2]1[C:5]1[CH:6]=[C:7]([CH:17]=[CH:18][CH:19]=1)[O:8][CH2:9][C:10]([O:12][C:13]([CH3:16])([CH3:15])[CH3:14])=[O:11], predict the reactants needed to synthesize it. The reactants are: O[C@@H:2]([C:5]1[CH:6]=[C:7]([CH:17]=[CH:18][CH:19]=1)[O:8][CH2:9][C:10]([O:12][C:13]([CH3:16])([CH3:15])[CH3:14])=[O:11])[CH2:3][OH:4].CC(C)(C)C([O-])([O-])[O-].Cl[Si](C)(C)C.C(=O)([O-])[O-].[K+].[K+].[Cl-].[NH4+]. (2) Given the product [F:10][C:11]1[CH:21]=[CH:20][C:14]([C:15](=[O:16])[CH2:3][C:4]2[CH:9]=[CH:8][N:7]=[CH:6][N:5]=2)=[CH:13][CH:12]=1, predict the reactants needed to synthesize it. The reactants are: [H-].[Na+].[CH3:3][C:4]1[CH:9]=[CH:8][N:7]=[CH:6][N:5]=1.[F:10][C:11]1[CH:21]=[CH:20][C:14]([C:15](OCC)=[O:16])=[CH:13][CH:12]=1.O. (3) Given the product [I-:1].[CH2:3]([N+:10]1([CH3:2])[CH2:15][CH2:14][C:13](=[O:16])[CH2:12][CH2:11]1)[C:4]1[CH:5]=[CH:6][CH:7]=[CH:8][CH:9]=1, predict the reactants needed to synthesize it. The reactants are: [I:1][CH3:2].[CH2:3]([N:10]1[CH2:15][CH2:14][C:13](=[O:16])[CH2:12][CH2:11]1)[C:4]1[CH:9]=[CH:8][CH:7]=[CH:6][CH:5]=1. (4) Given the product [Cl:1][C:2]1[CH:10]=[CH:9][CH:8]=[C:7]2[C:3]=1[C:4]([C:18]([OH:23])=[O:24])=[CH:5][N:6]2[CH2:11][CH:12]1[CH2:17][CH2:16][CH2:15][CH2:14][O:13]1, predict the reactants needed to synthesize it. The reactants are: [Cl:1][C:2]1[CH:10]=[CH:9][CH:8]=[C:7]2[C:3]=1[C:4]([C:18](=[O:23])C(F)(F)F)=[CH:5][N:6]2[CH2:11][CH:12]1[CH2:17][CH2:16][CH2:15][CH2:14][O:13]1.[OH-:24].[Na+]. (5) Given the product [O:33]1[CH2:38][CH2:37][O:36][C:35]2[C:39]([N:43]3[CH2:44][CH2:45][N:46]([CH2:49][CH2:16][CH2:17][CH2:18][O:19][C:20]4[CH:29]=[C:28]5[C:23]([CH:24]=[CH:25][C:26](=[O:30])[NH:27]5)=[CH:22][CH:21]=4)[CH2:47][CH2:48]3)=[CH:40][CH:41]=[CH:42][C:34]1=2, predict the reactants needed to synthesize it. The reactants are: ClC1C(Cl)=CC=CC=1N1CCCN([CH2:16][CH2:17][CH2:18][O:19][C:20]2[CH:29]=[C:28]3[C:23]([CH:24]=[CH:25][C:26](=[O:30])[NH:27]3)=[CH:22][CH:21]=2)CC1.[Na+].[I-].[O:33]1[CH2:38][CH2:37][O:36][C:35]2[C:39]([N:43]3[CH2:48][CH2:47][NH:46][CH2:45][CH2:44]3)=[CH:40][CH:41]=[CH:42][C:34]1=2.[C:49]([O-])([O-])=O.[K+].[K+]. (6) Given the product [F:1][C:2]1[CH:26]=[CH:25][C:5]([CH2:6][C:7]2[CH:8]=[C:9]([CH:20]=[CH:21][C:22]=2[O:23][CH3:24])[CH2:10][C:11]2[C:12]([CH3:19])=[CH:13][C:14]([NH:15][C:34](=[O:35])[C:36]([O:38][CH2:39][CH3:40])=[O:37])=[CH:16][C:17]=2[CH3:18])=[CH:4][CH:3]=1, predict the reactants needed to synthesize it. The reactants are: [F:1][C:2]1[CH:26]=[CH:25][C:5]([CH2:6][C:7]2[CH:8]=[C:9]([CH:20]=[CH:21][C:22]=2[O:23][CH3:24])[CH2:10][C:11]2[C:17]([CH3:18])=[CH:16][C:14]([NH2:15])=[CH:13][C:12]=2[CH3:19])=[CH:4][CH:3]=1.C(N(CC)CC)C.[C:34](Cl)([C:36]([O:38][CH2:39][CH3:40])=[O:37])=[O:35].C([O-])(O)=O.[Na+].[Na+].[Cl-].